Predict which catalyst facilitates the given reaction. From a dataset of Catalyst prediction with 721,799 reactions and 888 catalyst types from USPTO. (1) Reactant: [C:1](/[C:4](/[N:7]([CH:13]([CH3:15])[CH3:14])[C:8]([CH:10]1[CH2:12][CH2:11]1)=O)=[CH:5]/[NH2:6])(=[O:3])[CH3:2].[OH-].[Na+]. Product: [CH:10]1([C:8]2[N:7]([CH:13]([CH3:15])[CH3:14])[C:4]([C:1](=[O:3])[CH3:2])=[CH:5][N:6]=2)[CH2:12][CH2:11]1. The catalyst class is: 14. (2) Reactant: [F:1][C:2]1[CH:21]=[CH:20][C:5]([O:6][C:7]2[CH:8]=[C:9]([S:13]([CH2:16][CH2:17][CH2:18][OH:19])(=[O:15])=[O:14])[CH:10]=[CH:11][CH:12]=2)=[CH:4][C:3]=1[C:22]1[C:31]2[C:26](=[C:27]([C:32]([F:35])([F:34])[F:33])[CH:28]=[CH:29][CH:30]=2)[N:25]=[CH:24][N:23]=1.[CH3:36][S:37](Cl)(=[O:39])=[O:38].C(N(CC)CC)C. Product: [CH3:36][S:37]([O:19][CH2:18][CH2:17][CH2:16][S:13]([C:9]1[CH:10]=[CH:11][CH:12]=[C:7]([O:6][C:5]2[CH:20]=[CH:21][C:2]([F:1])=[C:3]([C:22]3[C:31]4[C:26](=[C:27]([C:32]([F:35])([F:34])[F:33])[CH:28]=[CH:29][CH:30]=4)[N:25]=[CH:24][N:23]=3)[CH:4]=2)[CH:8]=1)(=[O:15])=[O:14])(=[O:39])=[O:38]. The catalyst class is: 2. (3) Reactant: [Br:1]N1C(=O)CCC1=O.C(=O)([O-])O.[Na+].[N:14]1[N:18]2[CH:19]=[CH:20][CH:21]=[CH:22][C:17]2=[C:16](C(O)=O)[CH:15]=1. Product: [Br:1][C:16]1[CH:15]=[N:14][N:18]2[CH:19]=[CH:20][CH:21]=[CH:22][C:17]=12. The catalyst class is: 6. (4) Reactant: [CH3:1][O:2][C:3]1[CH:22]=[CH:21][C:6]([CH2:7][N:8]2[CH:12]=[C:11]([C:13]3[CH:18]=[CH:17][CH:16]=[CH:15][CH:14]=3)[N:10]=[C:9]2[CH2:19][OH:20])=[CH:5][CH:4]=1.C(N(CC)C(C)C)(C)C.[Si:32](Cl)([C:35]([CH3:38])([CH3:37])[CH3:36])([CH3:34])[CH3:33]. Product: [CH3:1][O:2][C:3]1[CH:4]=[CH:5][C:6]([CH2:7][N:8]2[CH:12]=[C:11]([C:13]3[CH:18]=[CH:17][CH:16]=[CH:15][CH:14]=3)[N:10]=[C:9]2[CH2:19][O:20][Si:32]([C:35]([CH3:38])([CH3:37])[CH3:36])([CH3:34])[CH3:33])=[CH:21][CH:22]=1. The catalyst class is: 2. (5) Reactant: CC1(C)[O:6][CH:5]([CH2:7][N:8]2[CH:12]=[C:11]([C:13]3[CH:14]=[C:15]4[C:20](=[CH:21][CH:22]=3)[CH:19]=[N:18][C:17]([NH:23][C:24]3[CH:29]=[CH:28][C:27]([C:30]5[N:34]([CH3:35])[C:33]([CH3:36])=[N:32][CH:31]=5)=[CH:26][C:25]=3[O:37][CH3:38])=[CH:16]4)[CH:10]=[N:9]2)[CH2:4][O:3]1.C(O)(C(F)(F)F)=O. Product: [CH3:35][N:34]1[C:30]([C:27]2[CH:28]=[CH:29][C:24]([NH:23][C:17]3[N:18]=[CH:19][C:20]4[C:15]([CH:16]=3)=[CH:14][C:13]([C:11]3[CH:10]=[N:9][N:8]([CH2:7][CH:5]([OH:6])[CH2:4][OH:3])[CH:12]=3)=[CH:22][CH:21]=4)=[C:25]([O:37][CH3:38])[CH:26]=2)=[CH:31][N:32]=[C:33]1[CH3:36]. The catalyst class is: 1. (6) Reactant: [CH3:1][C:2]1[CH:7]=[C:6]([CH2:8][NH:9][C:10]([C:12]2[C:13]([C:26]([F:29])([F:28])[F:27])=[N:14][C:15]([NH:18][C:19]3[CH:24]=[CH:23][CH:22]=[C:21]([Cl:25])[CH:20]=3)=[N:16][CH:17]=2)=[O:11])[CH:5]=[CH:4][N:3]=1. Product: [ClH:25].[CH3:1][C:2]1[CH:7]=[C:6]([CH2:8][NH:9][C:10]([C:12]2[C:13]([C:26]([F:28])([F:27])[F:29])=[N:14][C:15]([NH:18][C:19]3[CH:24]=[CH:23][CH:22]=[C:21]([Cl:25])[CH:20]=3)=[N:16][CH:17]=2)=[O:11])[CH:5]=[CH:4][N:3]=1. The catalyst class is: 361.